Dataset: Full USPTO retrosynthesis dataset with 1.9M reactions from patents (1976-2016). Task: Predict the reactants needed to synthesize the given product. (1) Given the product [Cl:1][C:2]1[N:7]=[C:6]([NH:8][C:9]2[CH:14]=[CH:13][CH:12]=[C:11]([CH2:33][OH:34])[CH:10]=2)[C:5]([F:19])=[CH:4][N:3]=1, predict the reactants needed to synthesize it. The reactants are: [Cl:1][C:2]1[N:7]=[C:6]([NH:8][C:9]2[CH:14]=[CH:13][C:12]3OCCO[C:11]=3[CH:10]=2)[C:5]([F:19])=[CH:4][N:3]=1.ClC1N=C(Cl)C(F)=CN=1.NC1C=C(C=CC=1)[CH2:33][OH:34]. (2) Given the product [Cl:1][C:2]1[CH:3]=[CH:4][C:5]([OH:14])=[C:6]([CH2:8][C:9]([N:11]([CH3:13])[CH3:12])=[O:10])[CH:7]=1, predict the reactants needed to synthesize it. The reactants are: [Cl:1][C:2]1[CH:3]=[CH:4][C:5]([O:14]C)=[C:6]([CH2:8][C:9]([N:11]([CH3:13])[CH3:12])=[O:10])[CH:7]=1.B(Br)(Br)Br.C(OCC)C. (3) Given the product [NH:1]1[CH:5]=[CH:4][C:3]([N:6]2[C:20](=[O:21])[C:19]3[C:14](=[CH:15][CH:16]=[CH:17][CH:18]=3)[C:13]2=[O:22])=[N:2]1, predict the reactants needed to synthesize it. The reactants are: [NH:1]1[CH:5]=[CH:4][C:3]([NH2:6])=[N:2]1.C(OC(N1[C:20](=[O:21])[C:19]2[C:14](=[CH:15][CH:16]=[CH:17][CH:18]=2)[C:13]1=[O:22])=O)C. (4) Given the product [Br:1][C:2]1[CH:9]=[CH:8][C:5]([C:6]#[N:7])=[C:4]([O:11][C:12]2[CH:19]=[CH:18][CH:17]=[C:14]([CH:15]=[O:16])[C:13]=2[O:20][CH3:21])[CH:3]=1, predict the reactants needed to synthesize it. The reactants are: [Br:1][C:2]1[CH:9]=[CH:8][C:5]([C:6]#[N:7])=[C:4](F)[CH:3]=1.[OH:11][C:12]1[C:13]([O:20][CH3:21])=[C:14]([CH:17]=[CH:18][CH:19]=1)[CH:15]=[O:16].C(=O)([O-])[O-].[Cs+].[Cs+].O. (5) Given the product [C:1]1([C:27]2[CH:32]=[CH:31][CH:30]=[CH:29][CH:28]=2)[CH:6]=[CH:5][C:4]([C:7]([N:9]2[CH2:14][CH2:13][N:12]([C:15]3[C:16]4[CH:24]=[C:23]([CH2:25][CH3:26])[S:22][C:17]=4[N:18]=[C:19]([S:35][CH2:34][C:33]([O:37][CH3:38])=[O:36])[N:20]=3)[CH2:11][CH2:10]2)=[O:8])=[CH:3][CH:2]=1, predict the reactants needed to synthesize it. The reactants are: [C:1]1([C:27]2[CH:32]=[CH:31][CH:30]=[CH:29][CH:28]=2)[CH:6]=[CH:5][C:4]([C:7]([N:9]2[CH2:14][CH2:13][N:12]([C:15]3[C:16]4[CH:24]=[C:23]([CH2:25][CH3:26])[S:22][C:17]=4[N:18]=[C:19](Cl)[N:20]=3)[CH2:11][CH2:10]2)=[O:8])=[CH:3][CH:2]=1.[C:33]([O:37][CH3:38])(=[O:36])[CH2:34][SH:35].